Dataset: Forward reaction prediction with 1.9M reactions from USPTO patents (1976-2016). Task: Predict the product of the given reaction. (1) The product is: [N:1]([CH2:4][CH:5]1[O:10][C:9]2[C:11]([C:28]3[CH:29]=[C:24]([Cl:23])[CH:25]=[CH:26][C:27]=3[Cl:30])=[CH:12][CH:13]=[CH:14][C:8]=2[N:7]([C:16]([O:18][C:19]([CH3:22])([CH3:21])[CH3:20])=[O:17])[CH2:6]1)=[N+:2]=[N-:3]. Given the reactants [N:1]([CH2:4][CH:5]1[O:10][C:9]2[C:11](Br)=[CH:12][CH:13]=[CH:14][C:8]=2[N:7]([C:16]([O:18][C:19]([CH3:22])([CH3:21])[CH3:20])=[O:17])[CH2:6]1)=[N+:2]=[N-:3].[Cl:23][C:24]1[CH:29]=[CH:28][C:27]([Cl:30])=[CH:26][C:25]=1B(O)O.C(=O)([O-])[O-].[K+].[K+], predict the reaction product. (2) The product is: [CH2:7]([O:9][CH2:10][C:11]1[N:12]([CH2:25][CH2:26][CH3:27])[C:13]2[C:22]3[CH:21]=[C:20]([O:23][CH2:29][CH2:30][NH:31][C:32](=[O:38])[O:33][C:34]([CH3:37])([CH3:36])[CH3:35])[CH:19]=[CH:18][C:17]=3[N:16]=[CH:15][C:14]=2[N:24]=1)[CH3:8]. Given the reactants C(=O)([O-])[O-].[Cs+].[Cs+].[CH2:7]([O:9][CH2:10][C:11]1[N:12]([CH2:25][CH2:26][CH3:27])[C:13]2[C:22]3[CH:21]=[C:20]([OH:23])[CH:19]=[CH:18][C:17]=3[N:16]=[CH:15][C:14]=2[N:24]=1)[CH3:8].I[CH2:29][CH2:30][NH:31][C:32](=[O:38])[O:33][C:34]([CH3:37])([CH3:36])[CH3:35], predict the reaction product. (3) Given the reactants [SiH3:1][SiH3:2].[CH:3]([NH:6][CH:7]([CH3:9])[CH3:8])([CH3:5])[CH3:4].[CH2:10]([NH:12][CH2:13][CH3:14])[CH3:11], predict the reaction product. The product is: [CH:3]([N:6]([SiH:1]([N:12]([CH2:13][CH3:14])[CH2:10][CH3:11])[SiH3:2])[CH:7]([CH3:9])[CH3:8])([CH3:5])[CH3:4]. (4) Given the reactants [Cl:1][C:2]1[CH:3]=[CH:4][C:5]([NH:8][C:9]2[N:17]=[C:16]([NH:18][NH2:19])[N:15]=[C:14]3[C:10]=2[N:11]=[CH:12][N:13]3[CH3:20])=[N:6][CH:7]=1.[CH3:21][C:22](=O)[CH2:23][C:24](=O)[CH3:25], predict the reaction product. The product is: [Cl:1][C:2]1[CH:3]=[CH:4][C:5]([NH:8][C:9]2[N:17]=[C:16]([N:18]3[C:24]([CH3:25])=[CH:23][C:22]([CH3:21])=[N:19]3)[N:15]=[C:14]3[C:10]=2[N:11]=[CH:12][N:13]3[CH3:20])=[N:6][CH:7]=1. (5) Given the reactants I[C:2]1[CH:7]=[CH:6][N:5]=[CH:4][C:3]=1[O:8][C:9](=[O:11])[CH3:10].[CH3:12][O:13][CH2:14][CH2:15][C:16]#[CH:17].C(OCC)C, predict the reaction product. The product is: [CH3:12][O:13][CH2:14][CH2:15][C:16]#[C:17][C:2]1[CH:7]=[CH:6][N:5]=[CH:4][C:3]=1[O:8][C:9](=[O:11])[CH3:10]. (6) Given the reactants COC1C=CC(N2CCN(CCC3C=CC=CC=3)CC2)=CC=1C.[CH:24]1([CH2:29][CH2:30][CH2:31][N:32]2[CH2:37][CH2:36][N:35]([C:38]3[CH:43]=[C:42]([F:44])[C:41]([O:45]C)=[CH:40][C:39]=3[F:47])[CH2:34][CH2:33]2)[CH2:28][CH2:27][CH2:26][CH2:25]1, predict the reaction product. The product is: [CH:24]1([CH2:29][CH2:30][CH2:31][N:32]2[CH2:37][CH2:36][N:35]([C:38]3[C:39]([F:47])=[CH:40][C:41]([OH:45])=[C:42]([F:44])[CH:43]=3)[CH2:34][CH2:33]2)[CH2:28][CH2:27][CH2:26][CH2:25]1. (7) Given the reactants C[O:2][C:3]([C:5]1[NH:6][C:7]2[C:12]([CH:13]=1)=[C:11]([O:14][CH3:15])[CH:10]=[CH:9][CH:8]=2)=[O:4].Br[CH2:17][C:18]1[C:19]2[CH:26]=[C:25]([F:27])[CH:24]=[CH:23][C:20]=2[S:21][CH:22]=1, predict the reaction product. The product is: [F:27][C:25]1[CH:24]=[CH:23][C:20]2[S:21][CH:22]=[C:18]([CH2:17][N:6]3[C:7]4[C:12](=[C:11]([O:14][CH3:15])[CH:10]=[CH:9][CH:8]=4)[CH:13]=[C:5]3[C:3]([OH:2])=[O:4])[C:19]=2[CH:26]=1.